This data is from Forward reaction prediction with 1.9M reactions from USPTO patents (1976-2016). The task is: Predict the product of the given reaction. (1) The product is: [CH3:1][O:2][C:3]1[CH:14]=[CH:13][C:6]([O:7][CH2:8][C:9]2[N:20]([CH2:19][CH2:18][CH2:17][O:16][CH3:15])[C:21](=[S:22])[NH:12][N:11]=2)=[CH:5][CH:4]=1. Given the reactants [CH3:1][O:2][C:3]1[CH:14]=[CH:13][C:6]([O:7][CH2:8][C:9]([NH:11][NH2:12])=O)=[CH:5][CH:4]=1.[CH3:15][O:16][CH2:17][CH2:18][CH2:19][N:20]=[C:21]=[S:22], predict the reaction product. (2) Given the reactants [F:1][C:2]1[CH:3]=[C:4]([C:8]2[CH:16]=[CH:15][C:11]([C:12]([OH:14])=O)=[CH:10][N:9]=2)[CH:5]=[CH:6][CH:7]=1.CN(C(ON1N=N[C:27]2[CH:28]=[CH:29][CH:30]=[N:31][C:26]1=2)=[N+](C)C)C.F[P-](F)(F)(F)(F)F.C(N(CC)CC)C.C1(N)CCCC1, predict the reaction product. The product is: [CH:26]1([NH:31][C:12](=[O:14])[C:11]2[CH:15]=[CH:16][C:8]([C:4]3[CH:5]=[CH:6][CH:7]=[C:2]([F:1])[CH:3]=3)=[N:9][CH:10]=2)[CH2:27][CH2:28][CH2:29][CH2:30]1. (3) Given the reactants [OH:1][CH2:2][CH2:3][NH:4][S:5]([C:8]1[CH:13]=[CH:12][C:11](B(O)O)=[CH:10][CH:9]=1)(=[O:7])=[O:6].Br[C:18]1[CH:23]=[CH:22][C:21]([O:24][CH2:25][CH:26]2[CH2:31][CH2:30][N:29]([C:32]([O:34][CH:35]([CH3:37])[CH3:36])=[O:33])[CH2:28][CH2:27]2)=[CH:20][CH:19]=1.C([O-])([O-])=O.[Na+].[Na+], predict the reaction product. The product is: [OH:1][CH2:2][CH2:3][NH:4][S:5]([C:8]1[CH:13]=[CH:12][C:11]([C:18]2[CH:19]=[CH:20][C:21]([O:24][CH2:25][CH:26]3[CH2:27][CH2:28][N:29]([C:32]([O:34][CH:35]([CH3:37])[CH3:36])=[O:33])[CH2:30][CH2:31]3)=[CH:22][CH:23]=2)=[CH:10][CH:9]=1)(=[O:7])=[O:6].